Predict the reactants needed to synthesize the given product. From a dataset of Full USPTO retrosynthesis dataset with 1.9M reactions from patents (1976-2016). Given the product [OH:1][C:2]1[CH:15]=[CH:14][C:5]([C:6]([C:8]2[CH:13]=[CH:12][CH:11]=[CH:10][CH:9]=2)=[C:6]([C:5]2[CH:4]=[CH:3][C:2]([OH:1])=[CH:15][CH:14]=2)[C:8]2[CH:9]=[CH:10][CH:11]=[CH:12][CH:13]=2)=[CH:4][CH:3]=1, predict the reactants needed to synthesize it. The reactants are: [OH:1][C:2]1[CH:15]=[CH:14][C:5]([C:6]([C:8]2[CH:13]=[CH:12][CH:11]=[CH:10][CH:9]=2)=O)=[CH:4][CH:3]=1.